Dataset: Forward reaction prediction with 1.9M reactions from USPTO patents (1976-2016). Task: Predict the product of the given reaction. (1) Given the reactants [CH3:1][O:2][C:3](=[O:14])[CH2:4][C:5]1[CH:10]=[CH:9][C:8]([O:11][CH3:12])=[CH:7][C:6]=1[F:13].[Li+].[CH3:16]C([N-]C(C)C)C.CI.[NH4+].[Cl-], predict the reaction product. The product is: [CH3:1][O:2][C:3](=[O:14])[CH:4]([C:5]1[CH:10]=[CH:9][C:8]([O:11][CH3:12])=[CH:7][C:6]=1[F:13])[CH3:16]. (2) Given the reactants [Cl:1][C:2]1[CH:8]=[C:7]([O:9][C:10]2[C:19]3[C:14](=[CH:15][C:16]([O:22][CH3:23])=[C:17]([O:20][CH3:21])[CH:18]=3)[N:13]=[CH:12][CH:11]=2)[CH:6]=[CH:5][C:3]=1[NH2:4].N1C=CC=CC=1.ClC(Cl)(O[C:34](=[O:40])OC(Cl)(Cl)Cl)Cl.[NH2:42][C:43]1[S:44][CH:45]=[C:46]([CH3:48])[N:47]=1, predict the reaction product. The product is: [Cl:1][C:2]1[CH:8]=[C:7]([O:9][C:10]2[C:19]3[C:14](=[CH:15][C:16]([O:22][CH3:23])=[C:17]([O:20][CH3:21])[CH:18]=3)[N:13]=[CH:12][CH:11]=2)[CH:6]=[CH:5][C:3]=1[NH:4][C:34]([NH:42][C:43]1[S:44][CH:45]=[C:46]([CH3:48])[N:47]=1)=[O:40].